This data is from Full USPTO retrosynthesis dataset with 1.9M reactions from patents (1976-2016). The task is: Predict the reactants needed to synthesize the given product. (1) Given the product [Cl:1][C:2]1[CH:7]=[CH:6][C:5]([S:8]([N:11]2[CH:20]([CH2:21][CH3:22])[CH2:19][C:14]3([O:18][CH2:17][CH2:16][O:15]3)[CH2:13][CH:12]2[CH2:23][OH:24])(=[O:10])=[O:9])=[CH:4][CH:3]=1, predict the reactants needed to synthesize it. The reactants are: [Cl:1][C:2]1[CH:7]=[CH:6][C:5]([S:8]([N:11]2[CH:20]([CH2:21][CH3:22])[CH2:19][C:14]3([O:18][CH2:17][CH2:16][O:15]3)[CH2:13][CH:12]2[C:23](OCC)=[O:24])(=[O:10])=[O:9])=[CH:4][CH:3]=1.[BH4-].[Li+]. (2) Given the product [CH3:22][O:21][C:18]1[CH:17]=[CH:16][C:15]([CH2:14][N:11]2[C:8]3=[N:9][CH:10]=[C:5]([CH3:2])[C:6]([N:23]4[CH2:28][CH2:27][N:26]([C:29]([O:31][C:32]([CH3:33])([CH3:35])[CH3:34])=[O:30])[CH2:25][CH2:24]4)=[C:7]3[CH:13]=[N:12]2)=[CH:20][CH:19]=1, predict the reactants needed to synthesize it. The reactants are: [Cl-].[CH3:2][Zn+].Br[C:5]1[C:6]([N:23]2[CH2:28][CH2:27][N:26]([C:29]([O:31][C:32]([CH3:35])([CH3:34])[CH3:33])=[O:30])[CH2:25][CH2:24]2)=[C:7]2[CH:13]=[N:12][N:11]([CH2:14][C:15]3[CH:20]=[CH:19][C:18]([O:21][CH3:22])=[CH:17][CH:16]=3)[C:8]2=[N:9][CH:10]=1.[NH4+].[Cl-]. (3) The reactants are: [CH3:1][O:2][C:3]1[CH:4]=[C:5]([N:13]=[C:14]=[S:15])[CH:6]=[C:7]([O:11][CH3:12])[C:8]=1[O:9][CH3:10].[N:16]#[C:17][NH2:18].O(C(C)(C)C)[K].Cl.Cl[CH2:27][C:28]1[CH:33]=[CH:32][CH:31]=[CH:30][N:29]=1.C([Li])CCC. Given the product [N:29]1[CH:30]=[CH:31][CH:32]=[CH:33][C:28]=1[C:27]1[S:15][C:14]([NH:13][C:5]2[CH:4]=[C:3]([O:2][CH3:1])[C:8]([O:9][CH3:10])=[C:7]([O:11][CH3:12])[CH:6]=2)=[N:16][C:17]=1[NH2:18], predict the reactants needed to synthesize it.